This data is from Experimentally validated miRNA-target interactions with 360,000+ pairs, plus equal number of negative samples. The task is: Binary Classification. Given a miRNA mature sequence and a target amino acid sequence, predict their likelihood of interaction. The miRNA is hsa-miR-2467-3p with sequence AGCAGAGGCAGAGAGGCUCAGG. The protein sequence of the target gene is MMCKAQEWLRVTALLFVARAVPAMVVPNATLLEKLLEKYMDEDGEWWTAKQRGKRAITDNDMQSILDLHNKLRSQVYPTASNMEYMTWDVELERSAESWAEMCLWEHGPASLLPSIGQNLGAHWGRYRPPTFHVQAWYDEVRDFSYPYENECDPYCPFRCSGPVCTHYTQVVWATSSRIGCAVNLCHNMNIWGQIWPKAVYLVCNYSPKGNWWGHAPYKHGRPCSACPPSFGGGCRENLCYKEGSDRYYTPREEETNEIERQQSQVHDTHVRTRSDDSDRNDVISTQQMSQIVSCEVRLR.... Result: 0 (no interaction).